This data is from Catalyst prediction with 721,799 reactions and 888 catalyst types from USPTO. The task is: Predict which catalyst facilitates the given reaction. (1) Reactant: [Cl:1][C:2]1[CH:7]=[CH:6][C:5](N)=[CH:4][C:3]=1[N+:9]([O-:11])=[O:10].N([O-])=O.[Na+].[BrH:16]. Product: [Br:16][C:5]1[CH:6]=[CH:7][C:2]([Cl:1])=[C:3]([N+:9]([O-:11])=[O:10])[CH:4]=1. The catalyst class is: 6. (2) Reactant: [CH3:1][CH:2]([CH3:28])[CH2:3][CH:4]([NH:8][C:9](=[O:27])[CH:10]([NH:18][C:19]([C:21]1[CH:26]=[N:25][CH:24]=[CH:23][N:22]=1)=[O:20])[CH2:11][C:12]1[CH:17]=[CH:16][CH:15]=[CH:14][CH:13]=1)[C:5]([OH:7])=O.CN1CCOCC1.ClC(OCC(C)C)=O.Cl.[CH3:45][NH:46][NH:47][CH3:48]. Product: [CH2:11]([CH:10]([NH:18][C:19]([C:21]1[CH:26]=[N:25][CH:24]=[CH:23][N:22]=1)=[O:20])[C:9]([NH:8][CH:4]([C:5]([N:46]([CH3:45])[NH:47][CH3:48])=[O:7])[CH2:3][CH:2]([CH3:28])[CH3:1])=[O:27])[C:12]1[CH:17]=[CH:16][CH:15]=[CH:14][CH:13]=1. The catalyst class is: 464. (3) Reactant: [CH2:1]([O:3][C:4]([C:6]1[C:7]([CH3:18])=[C:8]2[C:13]([Cl:14])=[C:12]([C:15]#[N:16])[CH:11]=[N:10][N:9]2[CH:17]=1)=[O:5])[CH3:2].C1C(=O)N([Br:26])C(=O)C1. Product: [CH2:1]([O:3][C:4]([C:6]1[C:7]([CH2:18][Br:26])=[C:8]2[C:13]([Cl:14])=[C:12]([C:15]#[N:16])[CH:11]=[N:10][N:9]2[CH:17]=1)=[O:5])[CH3:2]. The catalyst class is: 340. (4) Reactant: [CH2:1]([N:8]1[CH2:13][CH2:12][C:11](=[O:14])[CH:10]([CH3:15])[CH2:9]1)[C:2]1[CH:7]=[CH:6][CH:5]=[CH:4][CH:3]=1.C[Si]([N-][Si](C)(C)C)(C)C.[Na+].C1C=CC(N([S:33]([C:36]([F:39])([F:38])[F:37])(=[O:35])=[O:34])[S:33]([C:36]([F:39])([F:38])[F:37])(=[O:35])=[O:34])=CC=1. Product: [F:37][C:36]([F:39])([F:38])[S:33]([O:14][C:11]1[CH:10]([CH3:15])[CH2:9][N:8]([CH2:1][C:2]2[CH:3]=[CH:4][CH:5]=[CH:6][CH:7]=2)[CH2:13][CH:12]=1)(=[O:35])=[O:34]. The catalyst class is: 1. (5) Reactant: [NH2:1][CH2:2][CH:3]([OH:31])[CH2:4][O:5][C:6]1[CH:11]=[CH:10][C:9]([NH:12][C:13]([C:15]2[CH:19]=[C:18]([C:20]3[CH:25]=[CH:24][C:23]([O:26][CH:27]([CH3:29])[CH3:28])=[C:22]([Cl:30])[CH:21]=3)[O:17][N:16]=2)=[O:14])=[CH:8][CH:7]=1.[OH:32][CH2:33][C:34](O)=[O:35].C1C=CC2N(O)N=NC=2C=1.C(Cl)CCl. Product: [Cl:30][C:22]1[CH:21]=[C:20]([C:18]2[O:17][N:16]=[C:15]([C:13]([NH:12][C:9]3[CH:10]=[CH:11][C:6]([O:5][CH2:4][CH:3]([OH:31])[CH2:2][NH:1][C:33](=[O:32])[CH2:34][OH:35])=[CH:7][CH:8]=3)=[O:14])[CH:19]=2)[CH:25]=[CH:24][C:23]=1[O:26][CH:27]([CH3:28])[CH3:29]. The catalyst class is: 3. (6) Reactant: [F:1][C:2]([F:19])([F:18])[C:3]1[CH:8]=[CH:7][C:6]([NH:9][NH:10]C(OC(C)(C)C)=O)=[CH:5][CH:4]=1.[Cl:20][C:21]1[CH:31]=[CH:30][C:29]([CH2:32][NH:33][C:34](=[O:39])[C:35]([F:38])([F:37])[F:36])=[CH:28][C:22]=1[C:23]([N:25]=[C:26]=[O:27])=O. Product: [Cl:20][C:21]1[CH:31]=[CH:30][C:29]([CH2:32][NH:33][C:34](=[O:39])[C:35]([F:38])([F:37])[F:36])=[CH:28][C:22]=1[C:23]1[NH:25][C:26](=[O:27])[N:9]([C:6]2[CH:7]=[CH:8][C:3]([C:2]([F:1])([F:19])[F:18])=[CH:4][CH:5]=2)[N:10]=1. The catalyst class is: 157. (7) Product: [CH2:2]([O:9][N:10]1[C@@H:11]([CH2:16][O:17][C:18]2[CH:19]=[CH:20][C:21]([Br:24])=[CH:22][CH:23]=2)[CH2:12][NH:45][C:48]1=[O:32])[C:3]1[CH:4]=[CH:5][CH:6]=[CH:7][CH:8]=1. Reactant: [Li+].[CH2:2]([O:9][NH:10][C@@H:11]([CH2:16][O:17][C:18]1[CH:23]=[CH:22][C:21]([Br:24])=[CH:20][CH:19]=1)[CH2:12]C([O-])=O)[C:3]1[CH:8]=[CH:7][CH:6]=[CH:5][CH:4]=1.C1C=CC(P(N=[N+]=[N-])(C2C=CC=CC=2)=[O:32])=CC=1.C([N:45]([CH:48](C)C)CC)(C)C.Cl.[Na+].[Cl-]. The catalyst class is: 1.